This data is from Full USPTO retrosynthesis dataset with 1.9M reactions from patents (1976-2016). The task is: Predict the reactants needed to synthesize the given product. (1) Given the product [CH2:1]1[N:6]([C:7]([C:13]2[CH:18]=[CH:17][CH:16]=[C:15]([CH3:19])[N:14]=2)([CH3:12])[C:8]([O-:10])=[O:9])[CH2:5][CH2:4][N:3]2[CH2:20][CH2:21][CH2:22][C@H:2]12.[K+:24], predict the reactants needed to synthesize it. The reactants are: [CH2:1]1[N:6]([C:7]([C:13]2[CH:18]=[CH:17][CH:16]=[C:15]([CH3:19])[N:14]=2)([CH3:12])[C:8]([O:10]C)=[O:9])[CH2:5][CH2:4][N:3]2[CH2:20][CH2:21][CH2:22][C@H:2]12.[OH-].[K+:24].O. (2) Given the product [N:33]1([CH2:29][C:27]2[C:26]([CH3:31])=[N:25][N:24]([C:22]3[CH:21]=[CH:20][N:19]=[C:18]([NH:17][C:4]4[C:3]([O:2][CH3:1])=[CH:8][C:7]([N:9]5[CH:13]=[CH:12][CH:11]=[N:10]5)=[C:6]([NH:14][C:3](=[O:2])[CH:4]=[CH2:5])[CH:5]=4)[N:23]=3)[CH:28]=2)[CH2:36][CH2:35][CH2:34]1, predict the reactants needed to synthesize it. The reactants are: [CH3:1][O:2][C:3]1[CH:8]=[C:7]([N:9]2[CH:13]=[CH:12][CH:11]=[N:10]2)[C:6]([N+:14]([O-])=O)=[CH:5][C:4]=1[NH:17][C:18]1[N:23]=[C:22]([N:24]2[CH:28]=[C:27]([CH:29]=O)[C:26]([CH3:31])=[N:25]2)[CH:21]=[CH:20][N:19]=1.Cl.[NH:33]1[CH2:36][CH2:35][CH2:34]1. (3) The reactants are: [CH3:1][C:2]1C2C(=CC=CC=2)C=[CH:4][CH:3]=1.C=[O:13].S(=O)(=O)(O)O.[CH2:19]([C:21]1[CH:26]=[CH:25][CH:24]=[CH:23][CH:22]=1)[CH3:20]. Given the product [CH3:20][C:19]([C:21]1[C:26]2[C:25](=[CH:1][CH:2]=[CH:3][CH:4]=2)[CH:24]=[CH:23][CH:22]=1)=[O:13], predict the reactants needed to synthesize it. (4) Given the product [CH3:2][O:3][C:4]1[CH:5]=[C:6]([C:12]2[C:13]([CH3:25])([CH3:24])[C:14](=[O:23])[N:15]([CH:17]3[CH2:22][CH2:21][N:20]([S:27]([C:30]4[CH:39]=[CH:38][CH:37]=[CH:36][C:31]=4[C:32]([O:34][CH3:35])=[O:33])(=[O:29])=[O:28])[CH2:19][CH2:18]3)[N:16]=2)[CH:7]=[CH:8][C:9]=1[O:10][CH3:11], predict the reactants needed to synthesize it. The reactants are: Cl.[CH3:2][O:3][C:4]1[CH:5]=[C:6]([C:12]2[C:13]([CH3:25])([CH3:24])[C:14](=[O:23])[N:15]([CH:17]3[CH2:22][CH2:21][NH:20][CH2:19][CH2:18]3)[N:16]=2)[CH:7]=[CH:8][C:9]=1[O:10][CH3:11].Cl[S:27]([C:30]1[CH:39]=[CH:38][CH:37]=[CH:36][C:31]=1[C:32]([O:34][CH3:35])=[O:33])(=[O:29])=[O:28]. (5) Given the product [CH3:1][N:2]1[CH2:3][CH2:4][CH:5]([C:8]([O:10][CH2:11][CH3:12])=[O:9])[CH:6]([C:15]2[CH:16]=[CH:17][CH:18]=[CH:19][C:14]=2[CH3:13])[CH2:7]1, predict the reactants needed to synthesize it. The reactants are: [CH3:1][N:2]1[CH2:7][CH:6]=[C:5]([C:8]([O:10][CH2:11][CH3:12])=[O:9])[CH2:4][CH2:3]1.[CH3:13][C:14]1[CH:19]=[CH:18][CH:17]=[CH:16][C:15]=1[Mg]Br.[Cl-].[NH4+].C(OCC)(=O)C. (6) Given the product [ClH:37].[ClH:37].[CH3:4][C:2]([C:5]1[NH:36][C:8]2=[N:9][CH:10]=[CH:11][C:12]([C:13]3[CH:14]=[CH:15][C:16]([S:19]([NH:22][CH:23]4[CH2:28][CH2:27][NH:26][CH2:25][CH2:24]4)(=[O:20])=[O:21])=[CH:17][CH:18]=3)=[C:7]2[CH:6]=1)([CH3:1])[CH3:3], predict the reactants needed to synthesize it. The reactants are: [CH3:1][C:2]([C:5]1[NH:36][C:8]2=[N:9][CH:10]=[CH:11][C:12]([C:13]3[CH:18]=[CH:17][C:16]([S:19]([NH:22][CH:23]4[CH2:28][CH2:27][N:26](C(OC(C)(C)C)=O)[CH2:25][CH2:24]4)(=[O:21])=[O:20])=[CH:15][CH:14]=3)=[C:7]2[CH:6]=1)([CH3:4])[CH3:3].[ClH:37].